Dataset: Forward reaction prediction with 1.9M reactions from USPTO patents (1976-2016). Task: Predict the product of the given reaction. (1) The product is: [CH3:13][C:14]1[N:15]([CH2:39][C:40]2[CH:45]=[CH:44][CH:43]=[CH:42][N:41]=2)[C:16](=[O:38])[C:17]([CH2:23][C:24]2[CH:25]=[CH:26][C:27]([C:30]3[CH:35]=[CH:34][CH:33]=[CH:32][C:31]=3[C:36]3[NH:3][C:4](=[O:7])[O:5][N:37]=3)=[CH:28][CH:29]=2)=[C:18]([CH2:20][CH2:21][CH3:22])[N:19]=1. Given the reactants [Cl-].O[NH3+:3].[C:4](=[O:7])([O-])[OH:5].[Na+].CS(C)=O.[CH3:13][C:14]1[N:15]([CH2:39][C:40]2[CH:45]=[CH:44][CH:43]=[CH:42][N:41]=2)[C:16](=[O:38])[C:17]([CH2:23][C:24]2[CH:29]=[CH:28][C:27]([C:30]3[C:31]([C:36]#[N:37])=[CH:32][CH:33]=[CH:34][CH:35]=3)=[CH:26][CH:25]=2)=[C:18]([CH2:20][CH2:21][CH3:22])[N:19]=1, predict the reaction product. (2) Given the reactants [CH3:1][C:2]1[C:7]([CH3:8])=[CH:6][CH:5]=[CH:4][C:3]=1[CH:9]([NH2:20])[CH2:10][C:11]#[C:12][C:13]1[CH:14]=[C:15]([CH3:19])[CH:16]=[CH:17][CH:18]=1.[N:21]([CH2:24][CH2:25][O:26][C:27](=[O:29])[CH3:28])=[C:22]=[S:23], predict the reaction product. The product is: [CH3:1][C:2]1[C:7]([CH3:8])=[CH:6][CH:5]=[CH:4][C:3]=1[CH:9]([NH:20][C:22](=[S:23])[NH:21][CH2:24][CH2:25][O:26][C:27](=[O:29])[CH3:28])[CH2:10][C:11]#[C:12][C:13]1[CH:14]=[C:15]([CH3:19])[CH:16]=[CH:17][CH:18]=1. (3) Given the reactants [C:1]1([C:7]2[C:16]([C:17]3[CH:22]=[CH:21][C:20]([C:23]([F:26])([F:25])[F:24])=[CH:19][CH:18]=3)=[N:15][C:14]3[C:9](=[CH:10][CH:11]=[C:12]([C:27]([O:29]C)=[O:28])[CH:13]=3)[N:8]=2)[CH:6]=[CH:5][CH:4]=[CH:3][CH:2]=1.[OH-].[Na+].Cl, predict the reaction product. The product is: [C:1]1([C:7]2[C:16]([C:17]3[CH:22]=[CH:21][C:20]([C:23]([F:24])([F:25])[F:26])=[CH:19][CH:18]=3)=[N:15][C:14]3[C:9](=[CH:10][CH:11]=[C:12]([C:27]([OH:29])=[O:28])[CH:13]=3)[N:8]=2)[CH:2]=[CH:3][CH:4]=[CH:5][CH:6]=1. (4) Given the reactants [CH3:1][C:2]([CH3:7])([CH3:6])[C:3]([NH2:5])=[O:4].C(Cl)(=O)[C:9](Cl)=[O:10].[S:14]1[C:18]([C:19]2[CH:24]=[C:23]([O:25][C:26]3[CH:27]=[CH:28][C:29]([NH2:32])=[N:30][CH:31]=3)[CH:22]=[CH:21][N:20]=2)=[CH:17][N:16]=[CH:15]1.O, predict the reaction product. The product is: [S:14]1[C:18]([C:19]2[CH:24]=[C:23]([O:25][C:26]3[CH:27]=[CH:28][C:29]([NH:32][C:9]([NH:5][C:3](=[O:4])[C:2]([CH3:7])([CH3:6])[CH3:1])=[O:10])=[N:30][CH:31]=3)[CH:22]=[CH:21][N:20]=2)=[CH:17][N:16]=[CH:15]1. (5) The product is: [C:1]([O:5][C:6](=[O:30])[CH2:7][O:8][C:9]1[CH:14]=[CH:13][C:12]([C:15]#[N:16])=[CH:11][C:10]=1[C:17]#[C:18][C:19]1[CH:24]=[C:23]([S:25]([CH3:28])(=[O:27])=[O:26])[CH:22]=[CH:21][C:20]=1[CH:31]([CH3:33])[CH3:32])([CH3:4])([CH3:3])[CH3:2]. Given the reactants [C:1]([O:5][C:6](=[O:30])[CH2:7][O:8][C:9]1[CH:14]=[CH:13][C:12]([C:15]#[N:16])=[CH:11][C:10]=1[C:17]#[C:18][C:19]1[CH:24]=[C:23]([S:25]([CH3:28])(=[O:27])=[O:26])[CH:22]=[CH:21][C:20]=1F)([CH3:4])([CH3:3])[CH3:2].[C:31](OC(=O)COC1C=CC(C#N)=CC=1C#C)(C)([CH3:33])[CH3:32].IC1C=C(S(C)(=O)=O)C=CC=1C(C)C, predict the reaction product. (6) Given the reactants ClC1C=C([C@@H]2[C@@H](C3C=CC(Cl)=CC=3)N([C@H](CC)[C:22]([O:24]C(C)(C)C)=[O:23])C(=O)[C@@H](CC(OC)=O)O2)C=CC=1.[Cl:37][C:38]1[CH:39]=[C:40]([C@@H:44]2[C@@H:49]([C:50]3[CH:55]=[CH:54][C:53]([Cl:56])=[CH:52][CH:51]=3)[N:48]([C@H:57]([CH2:65][CH3:66])[C:58]([O:60][C:61]([CH3:64])([CH3:63])[CH3:62])=[O:59])[C:47](=[O:67])[C@H:46]([CH2:68][C:69]([O:71]C)=[O:70])[O:45]2)[CH:41]=[CH:42][CH:43]=1.ClC1C=C([C@@H]2[C@@H](C3C=CC(Cl)=CC=3)N([C@@H](CC)C(OC(C)(C)C)=O)C(=O)[C@@H](CC(OC)=O)O2)C=CC=1.ClC1C=C([C@@H]2[C@@H](C3C=CC(Cl)=CC=3)N([C@@H](CC)C(OC(C)(C)C)=O)C(=O)[C@H](CC(OC)=O)O2)C=CC=1.[Li+].[OH-].Cl, predict the reaction product. The product is: [C:22](=[O:24])=[O:23].[C:61]([O:60][C:58](=[O:59])[C@H:57]([N:48]1[C@H:49]([C:50]2[CH:51]=[CH:52][C:53]([Cl:56])=[CH:54][CH:55]=2)[C@@H:44]([C:40]2[CH:41]=[CH:42][CH:43]=[C:38]([Cl:37])[CH:39]=2)[O:45][C@@H:46]([CH2:68][C:69]([OH:71])=[O:70])[C:47]1=[O:67])[CH2:65][CH3:66])([CH3:62])([CH3:63])[CH3:64]. (7) Given the reactants [CH3:1][O:2][C:3]1[CH:8]=[CH:7][CH:6]=[C:5]([O:9][CH3:10])[C:4]=1[O:11][C:12](=[O:14])[CH3:13].[I:15]I, predict the reaction product. The product is: [C:12]([O:11][C:4]1[C:3]([O:2][CH3:1])=[C:8]([I:15])[CH:7]=[CH:6][C:5]=1[O:9][CH3:10])(=[O:14])[CH3:13].